This data is from Forward reaction prediction with 1.9M reactions from USPTO patents (1976-2016). The task is: Predict the product of the given reaction. (1) Given the reactants [CH3:1][C:2]1[CH:7]=[CH:6][C:5]([S:8]([NH:11][C:12]2[CH:13]=[CH:14][CH:15]=[C:16]3[C:21]=2[N:20]=[CH:19][CH:18]=[CH:17]3)(=[O:10])=[O:9])=[C:4]([N+:22]([O-])=O)[CH:3]=1.Cl[Sn]Cl, predict the reaction product. The product is: [NH2:22][C:4]1[CH:3]=[C:2]([CH3:1])[CH:7]=[CH:6][C:5]=1[S:8]([NH:11][C:12]1[CH:13]=[CH:14][CH:15]=[C:16]2[C:21]=1[N:20]=[CH:19][CH:18]=[CH:17]2)(=[O:10])=[O:9]. (2) Given the reactants [CH3:1][N:2]1[CH:6]=[C:5]([C:7](=O)[CH2:8][C:9]2[CH:14]=[CH:13][CH:12]=[CH:11][CH:10]=2)[CH:4]=[N:3]1.NC1C=CC(C2[NH:28][C:27](=[O:29])[NH:26][CH:25]([C:30]3[CH:35]=[C:34]([N+]([O-])=O)[C:33](O)=[C:32]([O:40]CC)[CH:31]=3)C=2C2C=CC=CC=2)=CC=1.N[C:50](N)=[O:51].Cl.CC[OH:56], predict the reaction product. The product is: [OH:40][C:32]1[CH:31]=[C:30]([CH:25]2[C:8]([C:9]3[CH:14]=[CH:13][CH:12]=[CH:11][CH:10]=3)=[C:7]([C:5]3[CH:4]=[N:3][N:2]([CH3:1])[CH:6]=3)[NH:28][C:27](=[O:29])[NH:26]2)[CH:35]=[CH:34][C:33]=1[C:50]([OH:51])=[O:56]. (3) The product is: [CH3:1][C@H:2]1[NH:7][CH2:6][C@@H:5]([CH2:15][OH:16])[O:4][CH2:3]1. Given the reactants [CH3:1][C@H:2]1[N:7](CC2C=CC=CC=2)[CH2:6][C@@H:5]([CH2:15][OH:16])[O:4][CH2:3]1.Cl, predict the reaction product.